From a dataset of CYP3A4 inhibition data for predicting drug metabolism from PubChem BioAssay. Regression/Classification. Given a drug SMILES string, predict its absorption, distribution, metabolism, or excretion properties. Task type varies by dataset: regression for continuous measurements (e.g., permeability, clearance, half-life) or binary classification for categorical outcomes (e.g., BBB penetration, CYP inhibition). Dataset: cyp3a4_veith. (1) The molecule is CCOc1cc(/C=C2/SC(=O)N(CC(=O)N3CCc4ccccc4C3)C2=O)ccc1OCC(=O)O. The result is 0 (non-inhibitor). (2) The drug is COC(=O)C1=C(C)N=C2SC(C)C(=O)N2C1/C=C/c1ccccc1. The result is 1 (inhibitor). (3) The molecule is CCOC(OCC)P(=O)(O)CCCN. The result is 0 (non-inhibitor). (4) The molecule is Cc1ccccc1/C=N\NC(=O)c1csnn1. The result is 0 (non-inhibitor). (5) The molecule is CCOC(=O)c1cc(-c2ccccc2)sc1NC(=O)C(C)(C)C. The result is 0 (non-inhibitor). (6) The molecule is O=c1sc2ccccc2n1CCCOc1ccccc1. The result is 1 (inhibitor). (7) The compound is CN1CC[C@@]2(CCCN(C(=O)c3csnn3)C2)C1. The result is 0 (non-inhibitor).